Dataset: Catalyst prediction with 721,799 reactions and 888 catalyst types from USPTO. Task: Predict which catalyst facilitates the given reaction. (1) Reactant: C([O:3][C:4](=[O:31])[CH2:5][CH:6]([O:28][CH2:29][CH3:30])[N:7]1[C:11]2[CH:12]=[CH:13][CH:14]=[CH:15][C:10]=2[N:9]([CH2:16][C:17]2[C:18]3[C:25]([CH3:26])=[CH:24][CH:23]=[CH:22][C:19]=3[S:20][CH:21]=2)[C:8]1=[O:27])C.[OH-].[Na+].Cl.O. Product: [CH2:29]([O:28][CH:6]([N:7]1[C:11]2[CH:12]=[CH:13][CH:14]=[CH:15][C:10]=2[N:9]([CH2:16][C:17]2[C:18]3[C:25]([CH3:26])=[CH:24][CH:23]=[CH:22][C:19]=3[S:20][CH:21]=2)[C:8]1=[O:27])[CH2:5][C:4]([OH:31])=[O:3])[CH3:30]. The catalyst class is: 5. (2) Reactant: [C:1]([O:5][C:6](=[O:31])[NH:7][CH2:8][CH2:9][O:10][NH:11][C:12]([C@@H:14]1[CH2:20][CH2:19][C@@H:18]2[CH2:21][N:15]1[C:16](=[O:30])[N:17]2[O:22]CC1C=CC=CC=1)=[O:13])([CH3:4])([CH3:3])[CH3:2].O. Product: [C:1]([O:5][C:6](=[O:31])[NH:7][CH2:8][CH2:9][O:10][NH:11][C:12]([C@@H:14]1[CH2:20][CH2:19][C@@H:18]2[CH2:21][N:15]1[C:16](=[O:30])[N:17]2[OH:22])=[O:13])([CH3:4])([CH3:2])[CH3:3]. The catalyst class is: 312. (3) Reactant: [NH:1]1[CH2:6][CH2:5][O:4][CH2:3][CH2:2]1.[S:7](N)([NH2:10])(=[O:9])=[O:8]. Product: [N:1]1([S:7]([NH2:10])(=[O:9])=[O:8])[CH2:6][CH2:5][O:4][CH2:3][CH2:2]1. The catalyst class is: 12. (4) Reactant: [F:1][C:2]1[C:3]([OH:13])=[C:4]([CH:9]=[CH:10][C:11]=1[CH3:12])[C:5]([O:7][CH3:8])=[O:6].[Br:14]Br.S([O-])([O-])(=O)=S.[Na+].[Na+]. Product: [Br:14][C:10]1[C:11]([CH3:12])=[C:2]([F:1])[C:3]([OH:13])=[C:4]([CH:9]=1)[C:5]([O:7][CH3:8])=[O:6]. The catalyst class is: 15. (5) Reactant: I[C:2]1[S:6][C:5]([C:7]([C:10]2[N:14]([CH:15]3[CH2:17][CH2:16]3)[C:13]([CH:18]3[CH2:20][CH2:19]3)=[N:12][N:11]=2)([CH3:9])[CH3:8])=[CH:4][CH:3]=1.[Cu](C#N)[C:22]#[N:23]. Product: [CH:15]1([N:14]2[C:13]([CH:18]3[CH2:20][CH2:19]3)=[N:12][N:11]=[C:10]2[C:7]([C:5]2[S:6][C:2]([C:22]#[N:23])=[CH:3][CH:4]=2)([CH3:9])[CH3:8])[CH2:17][CH2:16]1. The catalyst class is: 17. (6) Reactant: [OH:1][C:2]1[CH:7]=[CH:6][C:5]([CH:8]=[C:9]2[S:13][C:12]([N:14]3[CH2:19][CH2:18][N:17]([CH3:20])[CH2:16][CH2:15]3)=[N:11][C:10]2=[O:21])=[CH:4][C:3]=1[O:22][CH3:23].CC#N.[CH2:27](Cl)[C:28]1[CH:33]=[CH:32][CH:31]=[CH:30][CH:29]=1.C([O-])([O-])=O.[K+].[K+]. Product: [CH2:27]([O:1][C:2]1[CH:7]=[CH:6][C:5]([CH:8]=[C:9]2[S:13][C:12]([N:14]3[CH2:15][CH2:16][N:17]([CH3:20])[CH2:18][CH2:19]3)=[N:11][C:10]2=[O:21])=[CH:4][C:3]=1[O:22][CH3:23])[C:28]1[CH:33]=[CH:32][CH:31]=[CH:30][CH:29]=1. The catalyst class is: 25.